Predict the reactants needed to synthesize the given product. From a dataset of Full USPTO retrosynthesis dataset with 1.9M reactions from patents (1976-2016). (1) Given the product [CH3:24][NH:25][S:26]([C:29]1[CH:30]=[C:31]2[C:35](=[CH:36][CH:37]=1)[NH:34][C:33](=[O:38])/[C:32]/2=[CH:21]\[C:13]1[NH:14][C:15]2[CH2:16][CH2:17][CH2:18][CH2:19][C:20]=2[C:12]=1[CH2:11][CH2:10][C:9]([N:4]1[CH2:3][CH:2]([CH3:1])[NH:7][CH:6]([CH3:8])[CH2:5]1)=[O:23])(=[O:28])=[O:27], predict the reactants needed to synthesize it. The reactants are: [CH3:1][CH:2]1[NH:7][CH:6]([CH3:8])[CH2:5][N:4]([C:9](=[O:23])[CH2:10][CH2:11][C:12]2[C:20]3[CH2:19][CH2:18][CH2:17][CH2:16][C:15]=3[NH:14][C:13]=2[CH:21]=O)[CH2:3]1.[CH3:24][NH:25][S:26]([C:29]1[CH:30]=[C:31]2[C:35](=[CH:36][CH:37]=1)[NH:34][C:33](=[O:38])[CH2:32]2)(=[O:28])=[O:27]. (2) Given the product [ClH:52].[CH3:1][C:2]1[CH:25]=[C:24]([CH3:26])[C:5]2[NH:6][CH2:7][CH2:8][CH2:9][C:10](=[O:11])[C:4]=2[CH:3]=1, predict the reactants needed to synthesize it. The reactants are: [CH3:1][C:2]1[CH:25]=[C:24]([CH3:26])[C:5]2[N:6](C(OC(C)(C)C)=O)[CH2:7][CH2:8][CH:9](C(OCC)=O)[C:10](=[O:11])[C:4]=2[CH:3]=1.CC1C=C(C)C2N(C(OC(C)(C)C)=O)CCC(C(OC)=O)C(=O)C=2C=1.[ClH:52].N#N. (3) Given the product [CH2:36]([N:37]1[CH2:40][CH2:14][CH:13]([C:10]2[CH:9]=[CH:8][C:7]([Cl:6])=[CH:12][CH:11]=2)[CH2:1][CH2:38]1)[CH2:24][C:20]#[CH:21], predict the reactants needed to synthesize it. The reactants are: [C:1]([O-])(O)=O.[Na+].[Cl:6][C:7]1[CH:12]=[CH:11][C:10]([CH2:13][CH:14]2CCNCC2)=[CH:9][CH:8]=1.[C:20]([C:24]1C=C(C=CC=1C)S([O-])(=O)=O)#[C:21]CC.O.[CH3:36][N:37]([CH3:40])[CH:38]=O. (4) The reactants are: [C:1]([C:4]1[CH:5]=[CH:6][C:7]2[C:8]3[C:16]([C:17]4[C:18]([CH3:36])=[C:19]([NH:23][CH2:24][C:25]5[CH:33]=[CH:32][C:31]([O:34][CH3:35])=[CH:30][C:26]=5[C:27](O)=[O:28])[CH:20]=[CH:21][CH:22]=4)=[N:15][N:14]=[C:13]([C:37](=[O:39])[NH2:38])[C:9]=3[NH:10][C:11]=2[CH:12]=1)(=[O:3])[CH3:2].F[P-](F)(F)(F)(F)F.N1(O[P+](N(C)C)(N(C)C)N(C)C)C2C=CC=CC=2N=N1.CN1CCOCC1. Given the product [C:1]([C:4]1[CH:5]=[CH:6][C:7]2[C:8]3[C:16]([C:17]4[CH:22]=[CH:21][CH:20]=[C:19]([N:23]5[CH2:24][C:25]6[C:26](=[CH:30][C:31]([O:34][CH3:35])=[CH:32][CH:33]=6)[C:27]5=[O:28])[C:18]=4[CH3:36])=[N:15][N:14]=[C:13]([C:37]([NH2:38])=[O:39])[C:9]=3[NH:10][C:11]=2[CH:12]=1)(=[O:3])[CH3:2], predict the reactants needed to synthesize it. (5) Given the product [CH2:1]([N:8]1[C:16](=[O:17])[CH:15]2[CH:10]([CH2:11][NH:12][CH2:13][CH2:14]2)[C:9]1=[O:18])[C:2]1[CH:3]=[CH:4][CH:5]=[CH:6][CH:7]=1, predict the reactants needed to synthesize it. The reactants are: [CH2:1]([N:8]1[C:16](=[O:17])[C:15]2[CH:14]=[CH:13][N:12]=[CH:11][C:10]=2[C:9]1=[O:18])[C:2]1[CH:7]=[CH:6][CH:5]=[CH:4][CH:3]=1.O. (6) Given the product [C:1]([O:8][C@:9]1([C:27]2[CH:36]=[CH:35][C:34]3[C:29](=[CH:30][C:31]([CH:39]=[CH2:40])=[C:32]([O:37][CH3:38])[CH:33]=3)[CH:28]=2)[CH2:13][N:12]([C:14]([O:16][CH2:17][CH2:18][Si:19]([CH3:22])([CH3:21])[CH3:20])=[O:15])[C@H:11]([C:23]([O:25][CH3:26])=[O:24])[CH2:10]1)(=[O:3])[CH3:2], predict the reactants needed to synthesize it. The reactants are: [C:1](OC(=O)C)(=[O:3])[CH3:2].[OH:8][C@:9]1([C:27]2[CH:36]=[CH:35][C:34]3[C:29](=[CH:30][C:31]([CH:39]=[CH2:40])=[C:32]([O:37][CH3:38])[CH:33]=3)[CH:28]=2)[CH2:13][N:12]([C:14]([O:16][CH2:17][CH2:18][Si:19]([CH3:22])([CH3:21])[CH3:20])=[O:15])[C@H:11]([C:23]([O:25][CH3:26])=[O:24])[CH2:10]1.CO[C@]1(C2C=CC3C(=CC(C=C)=C(OC)C=3)C=2)CN[C@H](C(OC)=O)C1.N1C=CC=CC=1. (7) Given the product [CH2:48]([O:50][C:51](=[O:56])[C@@H:52]([N:54]([CH3:55])[C:22]([C:15]1[N:16]2[C:17]([CH2:18][O:19][CH2:20][CH2:21]2)=[C:13]([C:11](=[O:12])[NH:10][C@@H:7]([C:1]2[CH:6]=[CH:5][CH:4]=[CH:3][CH:2]=2)[CH2:8][CH3:9])[CH:14]=1)=[O:24])[CH3:53])[CH3:49], predict the reactants needed to synthesize it. The reactants are: [C:1]1([C@H:7]([NH:10][C:11]([C:13]2[CH:14]=[C:15]([C:22]([OH:24])=O)[N:16]3[CH2:21][CH2:20][O:19][CH2:18][C:17]=23)=[O:12])[CH2:8][CH3:9])[CH:6]=[CH:5][CH:4]=[CH:3][CH:2]=1.ON1C2C=CC=CC=2N=N1.Cl.C(N=C=NCCCN(C)C)C.Cl.[CH2:48]([O:50][C:51](=[O:56])[C@@H:52]([NH:54][CH3:55])[CH3:53])[CH3:49].CN[C@@H](C)C(O)=O.Cl.C(N(CC)CC)C.